Dataset: Reaction yield outcomes from USPTO patents with 853,638 reactions. Task: Predict the reaction yield, written as a fraction of the theoretical maximum amount of product (1.0 means a 100% yield; for example, 0.34 means a 34% yield). The reactants are C([N:4]1[C:8]2=[N:9][CH:10]=[C:11]([F:14])[C:12](I)=[C:7]2[CH:6]=[CH:5]1)(=O)C.[CH2:15]([N:17]1[CH:21]=[C:20](B2OC(C)(C)C(C)(C)O2)[C:19]([C:31]2[CH:36]=[CH:35][C:34]([N+:37]([O-:39])=[O:38])=[CH:33][CH:32]=2)=[N:18]1)[CH3:16].C(=O)(O)[O-].[Na+].O. The catalyst is C1C=CC([P]([Pd]([P](C2C=CC=CC=2)(C2C=CC=CC=2)C2C=CC=CC=2)([P](C2C=CC=CC=2)(C2C=CC=CC=2)C2C=CC=CC=2)[P](C2C=CC=CC=2)(C2C=CC=CC=2)C2C=CC=CC=2)(C2C=CC=CC=2)C2C=CC=CC=2)=CC=1.CN(C)C=O. The product is [CH2:15]([N:17]1[CH:21]=[C:20]([C:12]2[C:11]([F:14])=[CH:10][N:9]=[C:8]3[NH:4][CH:5]=[CH:6][C:7]=23)[C:19]([C:31]2[CH:36]=[CH:35][C:34]([N+:37]([O-:39])=[O:38])=[CH:33][CH:32]=2)=[N:18]1)[CH3:16]. The yield is 0.800.